This data is from Reaction yield outcomes from USPTO patents with 853,638 reactions. The task is: Predict the reaction yield, written as a fraction of the theoretical maximum amount of product (1.0 means a 100% yield; for example, 0.34 means a 34% yield). (1) The reactants are Cl[C:2]1[CH:7]=[CH:6][N:5]=[C:4]2[CH:8]=[C:9]([C:11]3[S:12][CH:13]=[C:14]([C:16]([OH:19])([CH3:18])[CH3:17])[N:15]=3)[S:10][C:3]=12.[CH3:20][NH:21][C:22]([C:24]1[C:32]2[C:27](=[CH:28][C:29]([OH:33])=[CH:30][CH:31]=2)[N:26]([CH3:34])[C:25]=1[CH3:35])=[O:23].C([O-])([O-])=O.[Cs+].[Cs+]. No catalyst specified. The product is [CH3:20][NH:21][C:22]([C:24]1[C:32]2[C:27](=[CH:28][C:29]([O:33][C:2]3[CH:7]=[CH:6][N:5]=[C:4]4[CH:8]=[C:9]([C:11]5[S:12][CH:13]=[C:14]([C:16]([OH:19])([CH3:18])[CH3:17])[N:15]=5)[S:10][C:3]=34)=[CH:30][CH:31]=2)[N:26]([CH3:34])[C:25]=1[CH3:35])=[O:23]. The yield is 0.730. (2) The reactants are [CH3:1][O:2][C:3]1[CH:4]=[CH:5][CH:6]=[C:7]2[C:12]=1[N:11]=[C:10]([CH3:13])[CH:9]=[CH:8]2.[Br:14]Br. No catalyst specified. The product is [Br:14][C:6]1[CH:5]=[CH:4][C:3]([O:2][CH3:1])=[C:12]2[C:7]=1[CH:8]=[CH:9][C:10]([CH3:13])=[N:11]2. The yield is 0.860. (3) The reactants are C[O:2][C:3](=[O:24])[C:4]1[CH:9]=[C:8]([O:10][CH3:11])[CH:7]=[CH:6][C:5]=1[NH:12][C:13]1[N:14]([CH3:23])[N:15]=[C:16]([C:19]([CH3:22])([CH3:21])[CH3:20])[C:17]=1Br.[CH3:25][O:26][C:27]1[CH:32]=[CH:31][C:30](B(O)O)=[CH:29][CH:28]=1.C(Cl)Cl.C(=O)([O-])[O-].[Na+].[Na+].[OH-].[Li+]. The catalyst is C1(C)C=CC=CC=1.O1CCOCC1.C1C=CC(P(C2C=CC=CC=2)[C-]2C=CC=C2)=CC=1.C1C=CC(P(C2C=CC=CC=2)[C-]2C=CC=C2)=CC=1.Cl[Pd]Cl.[Fe+2]. The product is [C:19]([C:16]1[C:17]([C:30]2[CH:31]=[CH:32][C:27]([O:26][CH3:25])=[CH:28][CH:29]=2)=[C:13]([NH:12][C:5]2[CH:6]=[CH:7][C:8]([O:10][CH3:11])=[CH:9][C:4]=2[C:3]([OH:2])=[O:24])[N:14]([CH3:23])[N:15]=1)([CH3:21])([CH3:22])[CH3:20]. The yield is 0.270. (4) The reactants are [CH3:1][C:2]1[CH:3]=[CH:4][C:5]([C:21]([NH:23][C:24]2[CH:25]=[C:26]([C:36]([F:39])([F:38])[F:37])[CH:27]=[C:28]([N:30]3[CH:34]=[N:33][C:32]([CH3:35])=[CH:31]3)[CH:29]=2)=[O:22])=[CH:6][C:7]=1[NH:8][C:9]1[N:10]=[CH:11][CH:12]=[C:13]([C:15]2[CH:16]=[CH:17][CH:18]=[N:19][CH:20]=2)[N:14]=1.[ClH:40]. The catalyst is C(O)C. The product is [CH3:1][C:2]1[CH:3]=[CH:4][C:5]([C:21]([NH:23][C:24]2[CH:25]=[C:26]([C:36]([F:38])([F:39])[F:37])[CH:27]=[C:28]([N:30]3[CH:34]=[N:33][C:32]([CH3:35])=[CH:31]3)[CH:29]=2)=[O:22])=[CH:6][C:7]=1[NH:8][C:9]1[N:10]=[CH:11][CH:12]=[C:13]([C:15]2[CH:16]=[CH:17][CH:18]=[N:19][CH:20]=2)[N:14]=1.[ClH:40]. The yield is 0.950. (5) The reactants are C(N(CC)CC)C.[CH:8]1([C:11]2[N:16]=[C:15](Cl)[C:14]([Cl:18])=[C:13]([C:19]([O:21][CH3:22])=[O:20])[N:12]=2)[CH2:10][CH2:9]1.[CH3:23][OH:24]. No catalyst specified. The product is [Cl:18][C:14]1[C:15]([O:24][CH3:23])=[N:16][C:11]([CH:8]2[CH2:10][CH2:9]2)=[N:12][C:13]=1[C:19]([O:21][CH3:22])=[O:20]. The yield is 0.810. (6) The reactants are [Br:1][C:2]1[CH:23]=[C:22]2[C:5]([CH2:6][C:7]3([C:15]42[NH:19][C:18](=S)[C:17]([CH3:21])=[N:16]4)[CH2:12][CH2:11][CH:10]([O:13][CH3:14])[CH2:9][CH2:8]3)=[CH:4][CH:3]=1.[NH3:24]. No catalyst specified. The product is [Br:1][C:2]1[CH:23]=[C:22]2[C:5]([CH2:6][C:7]3([C:15]42[N:19]=[C:18]([NH2:24])[C:17]([CH3:21])=[N:16]4)[CH2:12][CH2:11][CH:10]([O:13][CH3:14])[CH2:9][CH2:8]3)=[CH:4][CH:3]=1. The yield is 0.820.